This data is from Reaction yield outcomes from USPTO patents with 853,638 reactions. The task is: Predict the reaction yield, written as a fraction of the theoretical maximum amount of product (1.0 means a 100% yield; for example, 0.34 means a 34% yield). (1) The reactants are [Cl:1][C:2]1[N:7]=[N:6][C:5]([NH:8][CH2:9][C:10]([C:13]2[CH:18]=[CH:17][C:16]([F:19])=[CH:15][CH:14]=2)([CH3:12])[CH3:11])=[CH:4][C:3]=1C.ClC1N=NC(Cl)=CC=1[C:28]([NH2:30])=[O:29].FC1C=CC(C(C)(C)CN)=CC=1.C(N(C(C)C)CC)(C)C. The catalyst is CC#N. The product is [Cl:1][C:2]1[N:7]=[N:6][C:5]([NH:8][CH2:9][C:10]([C:13]2[CH:14]=[CH:15][C:16]([F:19])=[CH:17][CH:18]=2)([CH3:11])[CH3:12])=[C:4]([C:28]([NH2:30])=[O:29])[CH:3]=1. The yield is 0.780. (2) The reactants are I[C:2]1[CH:3]=[C:4]([O:12][CH3:13])[C:5]([O:10][CH3:11])=[C:6]([O:8][CH3:9])[CH:7]=1.[O:14]1[CH:18]=[CH:17][CH2:16][CH2:15]1.CC([O-])=O.[K+]. The catalyst is CN(C=O)C.[N+](CCCC)(CCCC)(CCCC)CCCC.[Cl-].CCOC(C)=O.O.CC([O-])=O.CC([O-])=O.[Pd+2].C1C=CC(P(C2C=CC=CC=2)C2C=CC=CC=2)=CC=1. The product is [CH3:9][O:8][C:6]1[CH:7]=[C:2]([CH:18]2[CH2:17][CH:16]=[CH:15][O:14]2)[CH:3]=[C:4]([O:12][CH3:13])[C:5]=1[O:10][CH3:11]. The yield is 0.430. (3) The reactants are Cl.[CH:2]1([CH2:5][CH2:6][NH2:7])[CH2:4][CH2:3]1.C(N(C(C)C)CC)(C)C.[N:17]([C:20]1[CH:25]=[CH:24][C:23]([C:26]2[S:27][CH:28]=[CH:29][CH:30]=2)=[CH:22][CH:21]=1)=[C:18]=[O:19].[C:31](Cl)(=[O:36])[CH2:32][C:33](Cl)=[O:34]. The catalyst is C(Cl)(Cl)Cl. The product is [CH:2]1([CH2:5][CH2:6][N:7]2[C:33](=[O:34])[CH2:32][C:31](=[O:36])[N:17]([C:20]3[CH:21]=[CH:22][C:23]([C:26]4[S:27][CH:28]=[CH:29][CH:30]=4)=[CH:24][CH:25]=3)[C:18]2=[O:19])[CH2:4][CH2:3]1. The yield is 0.360. (4) The reactants are [CH2:1]([C:3]1[C:8](=[O:9])[NH:7][C:6]([CH3:10])=[C:5]([C:11]2[S:15][C:14]([S:16]([Cl:19])(=[O:18])=[O:17])=[CH:13][CH:12]=2)[CH:4]=1)[CH3:2].[N:20]1([CH2:26][CH2:27][NH2:28])[CH2:25][CH2:24][O:23][CH2:22][CH2:21]1. No catalyst specified. The product is [ClH:19].[N:20]1([CH2:26][CH2:27][NH:28][S:16]([C:14]2[S:15][C:11]([C:5]3[CH:4]=[C:3]([CH2:1][CH3:2])[C:8](=[O:9])[NH:7][C:6]=3[CH3:10])=[CH:12][CH:13]=2)(=[O:18])=[O:17])[CH2:25][CH2:24][O:23][CH2:22][CH2:21]1. The yield is 0.710. (5) The reactants are [Cl:1][C:2]1[CH:10]=[C:9]2[C:5]([C:6]([C:11](=[O:16])[C:12]([F:15])([F:14])[F:13])=[CH:7][NH:8]2)=[CH:4][C:3]=1[CH3:17].[H-].[Na+].[CH3:20][N:21]([CH2:23][C:24](Cl)=O)[CH3:22].CN(C=[O:31])C. No catalyst specified. The product is [Cl:1][C:2]1[CH:10]=[C:9]2[C:5]([C:6]([C:11](=[O:16])[C:12]([F:13])([F:14])[F:15])=[CH:7][N:8]2[CH2:24][C:23]([N:21]([CH3:22])[CH3:20])=[O:31])=[CH:4][C:3]=1[CH3:17]. The yield is 0.600.